From a dataset of Antibody paratope prediction from SAbDab with 1,023 antibody chains. Token-level Classification. Given an antibody amino acid sequence, predict which amino acid positions are active in antigen binding. Output is a list of indices for active paratope positions. (1) Given the antibody sequence: EVQLVESGGGLVQPGGSLRLSCAASGFTFSSYGMSWVRQAPGKGLELVASINSNGGSTYYPDSVKGRFTISRDNAKNSLYLQMNSLRAEDTAVYYCASGDYWGQGTTVTVSS, which amino acid positions are active in antigen binding (paratope)? The paratope positions are: [52, 83, 84, 85]. (2) Given the antibody sequence: DIVMTQTPLSLPVSLGDKASISCRSSQALVHSNGNTYLHWYLQKPGQSPKLLIYKVSNRFSGVPDRFSGSGSGTDFTLKISRVEAEDLGVFFCSQSTHVPRTFGGGTKLEIK, which amino acid positions are active in antigen binding (paratope)? The paratope positions are: [30, 31, 32, 33, 34].